This data is from Reaction yield outcomes from USPTO patents with 853,638 reactions. The task is: Predict the reaction yield, written as a fraction of the theoretical maximum amount of product (1.0 means a 100% yield; for example, 0.34 means a 34% yield). The reactants are [CH2:1]([N:3]([CH2:37][CH3:38])[CH2:4][CH2:5][CH2:6][NH:7][C:8]1[N:9]=[C:10]([C:27]2[CH:28]=[C:29]([CH:33]=[CH:34][C:35]=2[CH3:36])[C:30]([OH:32])=O)[C:11]2[CH:17]=[CH:16][C:15](=[O:18])[N:14]([C:19]3[C:24]([F:25])=[CH:23][CH:22]=[CH:21][C:20]=3[F:26])[C:12]=2[N:13]=1)[CH3:2].CN(C(O[N:47]1N=N[C:49]2[CH:50]=[CH:51][CH:52]=[CH:53][C:48]1=2)=[N+](C)C)C.F[P-](F)(F)(F)(F)F.C(N(CC)CC)C.C1(N)CCCCC1. The catalyst is CN(C=O)C. The product is [CH:48]1([NH:47][C:30](=[O:32])[C:29]2[CH:33]=[CH:34][C:35]([CH3:36])=[C:27]([C:10]3[C:11]4[CH:17]=[CH:16][C:15](=[O:18])[N:14]([C:19]5[C:20]([F:26])=[CH:21][CH:22]=[CH:23][C:24]=5[F:25])[C:12]=4[N:13]=[C:8]([NH:7][CH2:6][CH2:5][CH2:4][N:3]([CH2:37][CH3:38])[CH2:1][CH3:2])[N:9]=3)[CH:28]=2)[CH2:53][CH2:52][CH2:51][CH2:50][CH2:49]1. The yield is 0.300.